Task: Predict which catalyst facilitates the given reaction.. Dataset: Catalyst prediction with 721,799 reactions and 888 catalyst types from USPTO Reactant: Br[C:2]1[C:27](=[O:28])[N:26]([CH:29]([CH3:31])[CH3:30])[C:5]2[N:6]=[C:7]([NH:11][C:12]3[CH:17]=[CH:16][C:15]([N:18]4[CH2:23][CH2:22][N:21]([CH2:24][CH3:25])[CH2:20][CH2:19]4)=[CH:14][CH:13]=3)[N:8]=[C:9]([CH3:10])[C:4]=2[CH:3]=1.[S:32]1[CH:36]=[CH:35][CH:34]=[C:33]1B(O)O.C(N(CC)CC)C.COCCOC. Product: [CH2:24]([N:21]1[CH2:20][CH2:19][N:18]([C:15]2[CH:14]=[CH:13][C:12]([NH:11][C:7]3[N:8]=[C:9]([CH3:10])[C:4]4[CH:3]=[C:2]([C:33]5[S:32][CH:36]=[CH:35][CH:34]=5)[C:27](=[O:28])[N:26]([CH:29]([CH3:30])[CH3:31])[C:5]=4[N:6]=3)=[CH:17][CH:16]=2)[CH2:23][CH2:22]1)[CH3:25]. The catalyst class is: 6.